From a dataset of Full USPTO retrosynthesis dataset with 1.9M reactions from patents (1976-2016). Predict the reactants needed to synthesize the given product. Given the product [Br:8][C:4]1[CH:3]=[C:2]([CH:18]([C:17]2[CH:20]=[CH:21][CH:22]=[C:15]([Br:14])[CH:16]=2)[OH:19])[CH:7]=[CH:6][CH:5]=1, predict the reactants needed to synthesize it. The reactants are: Br[C:2]1[CH:7]=[CH:6][CH:5]=[C:4]([Br:8])[CH:3]=1.C([Li])CCC.[Br:14][C:15]1[CH:16]=[C:17]([CH:20]=[CH:21][CH:22]=1)[CH:18]=[O:19].[Cl-].[NH4+].